From a dataset of Aqueous solubility values for 9,982 compounds from the AqSolDB database. Regression/Classification. Given a drug SMILES string, predict its absorption, distribution, metabolism, or excretion properties. Task type varies by dataset: regression for continuous measurements (e.g., permeability, clearance, half-life) or binary classification for categorical outcomes (e.g., BBB penetration, CYP inhibition). For this dataset (solubility_aqsoldb), we predict Y. (1) The molecule is O=C([O-])c1ccc[n+](-c2nc(NCCNc3ccc4c(c3S(=O)(=O)[O-])Oc3c(Cl)c5c(c(Cl)c3=N4)Oc3c(ccc(NCCNc4nc(Nc6cc(S(=O)(=O)[O-])ccc6S(=O)(=O)[O-])nc(-[n+]6cccc(C(=O)[O-])c6)n4)c3S(=O)(=O)[O-])N=5)nc(Nc3cc(S(=O)(=O)[O-])ccc3S(=O)(=O)[O-])n2)c1.[Na+].[Na+].[Na+].[Na+].[Na+].[Na+]. The Y is -0.952 log mol/L. (2) The drug is O=C1c2ccc3c4ccc5c6c(ccc(c7ccc(c2c37)C(=O)N1CCc1ccccc1)c64)C(=O)N(CCc1ccccc1)C5=O. The Y is -8.48 log mol/L. (3) The Y is -4.29 log mol/L. The compound is C[C@H](CCC(=O)O)[C@H]1CC[C@H]2[C@@H]3[C@@H](O)C[C@@H]4C[C@H](O)CC[C@]4(C)[C@H]3CC[C@@]21C. (4) The compound is N[C@@H](Cc1cc(I)c(O)c(I)c1)C(=O)O. The Y is -2.86 log mol/L. (5) The drug is CC(=O)Oc1ccc(Br)cc1. The Y is -2.42 log mol/L.